From a dataset of TCR-epitope binding with 47,182 pairs between 192 epitopes and 23,139 TCRs. Binary Classification. Given a T-cell receptor sequence (or CDR3 region) and an epitope sequence, predict whether binding occurs between them. (1) The epitope is YIFFASFYY. The TCR CDR3 sequence is CASSPTLTGELFF. Result: 1 (the TCR binds to the epitope). (2) The epitope is ILGLPTQTV. The TCR CDR3 sequence is CAISDHLQFGTVHEQYF. Result: 1 (the TCR binds to the epitope).